This data is from Forward reaction prediction with 1.9M reactions from USPTO patents (1976-2016). The task is: Predict the product of the given reaction. (1) The product is: [CH:20]1([CH2:19][NH:18][C:16]([C:11]2[C:10]([NH:9][C:3](=[O:4])[C:2]([CH3:8])([CH3:1])[CH2:6][CH3:7])=[CH:15][CH:14]=[CH:13][N:12]=2)=[O:17])[CH2:25][CH2:24][CH2:23][CH2:22][CH2:21]1. Given the reactants [CH3:1][C:2]([CH3:8])([CH2:6][CH3:7])[C:3](Cl)=[O:4].[NH2:9][C:10]1[C:11]([C:16]([NH:18][CH2:19][CH:20]2[CH2:25][CH2:24][CH2:23][CH2:22][CH2:21]2)=[O:17])=[N:12][CH:13]=[CH:14][CH:15]=1, predict the reaction product. (2) Given the reactants [Cl:1][C:2]1[CH:7]=[C:6]([F:8])[CH:5]=[CH:4][C:3]=1[O:9][C:10]1[C:11]([CH3:16])=[N:12][N:13]([CH3:15])[CH:14]=1.C(=O)([O-])[O-].[Na+].[Na+].[Br:23]Br, predict the reaction product. The product is: [Br:23][C:14]1[N:13]([CH3:15])[N:12]=[C:11]([CH3:16])[C:10]=1[O:9][C:3]1[CH:4]=[CH:5][C:6]([F:8])=[CH:7][C:2]=1[Cl:1]. (3) The product is: [Cl:14][C:5]1[C:4]([CH2:1][CH2:2][CH2:3][OH:19])=[C:9]([Cl:10])[N:8]2[N:11]=[CH:12][CH:13]=[C:7]2[N:6]=1. Given the reactants [CH2:1]([C:4]1[C:5]([Cl:14])=[N:6][C:7]2[N:8]([N:11]=[CH:12][CH:13]=2)[C:9]=1[Cl:10])[CH:2]=[CH2:3].CSC.B.[OH-:19].[Na+].OO, predict the reaction product. (4) Given the reactants Br[C:2]1[CH:3]=[CH:4][C:5]([CH3:21])=[C:6]([CH:20]=1)[CH2:7][C:8]1[S:9][C:10]([C:13]2[CH:18]=[CH:17][C:16]([F:19])=[CH:15][CH:14]=2)=[CH:11][CH:12]=1.[I-:22].[Na+].CNCCNC.COCCOCCOC, predict the reaction product. The product is: [I:22][C:2]1[CH:3]=[CH:4][C:5]([CH3:21])=[C:6]([CH:20]=1)[CH2:7][C:8]1[S:9][C:10]([C:13]2[CH:18]=[CH:17][C:16]([F:19])=[CH:15][CH:14]=2)=[CH:11][CH:12]=1. (5) Given the reactants [F:1][C:2]1[CH:7]=[CH:6][C:5]([CH2:8][C:9](Cl)=[O:10])=[CH:4][CH:3]=1.[S-:12][C:13]#[N:14].[Na+], predict the reaction product. The product is: [F:1][C:2]1[CH:7]=[CH:6][C:5]([CH2:8][C:9]([N:14]=[C:13]=[S:12])=[O:10])=[CH:4][CH:3]=1. (6) Given the reactants Br[C:2]1[CH:3]=[C:4]2[C:8](=[CH:9][CH:10]=1)[N:7]([C:11]([O:13][C:14]([CH3:17])([CH3:16])[CH3:15])=[O:12])[N:6]=[CH:5]2.CC([O-])=O.[K+].[CH3:23][C:24]1([CH3:40])[C:28]([CH3:30])([CH3:29])[O:27][B:26]([B:26]2[O:27][C:28]([CH3:30])([CH3:29])[C:24]([CH3:40])([CH3:23])[O:25]2)[O:25]1, predict the reaction product. The product is: [CH3:29][C:28]1([CH3:30])[O:27][B:26]([C:2]2[CH:3]=[C:4]3[C:8](=[CH:9][CH:10]=2)[N:7]([C:11]([O:13][C:14]([CH3:17])([CH3:16])[CH3:15])=[O:12])[N:6]=[CH:5]3)[O:25][C:24]1([CH3:40])[CH3:23].